The task is: Predict which catalyst facilitates the given reaction.. This data is from Catalyst prediction with 721,799 reactions and 888 catalyst types from USPTO. (1) Reactant: Br[C:2]1C(F)=C2C(=CC=1)OC1=NC=C(I)C=C1C2=O.[Br:19][C:20]1[CH:21]=[C:22]2[C:32](=[CH:33][C:34]=1[F:35])[O:31][C:25]1=[N:26][CH:27]=[C:28]([I:30])[CH:29]=[C:24]1[C:23]2=O.C[Mg]Cl.BrC1C(F)=C2C(=CC=1)OC1=NC=C(I)C=C1C2=C. Product: [Br:19][C:20]1[CH:21]=[C:22]2[C:32](=[CH:33][C:34]=1[F:35])[O:31][C:25]1=[N:26][CH:27]=[C:28]([I:30])[CH:29]=[C:24]1[C:23]2=[CH2:2]. The catalyst class is: 12. (2) Reactant: [F:1][C:2]1[CH:3]=[C:4]([C:10]2[C:18]3[C:13](=[N:14][C:15](S(C)(=O)=O)=[N:16][CH:17]=3)[N:12]([CH3:23])[N:11]=2)[CH:5]=[CH:6][C:7]=1[O:8][CH3:9].[NH3:24]. Product: [F:1][C:2]1[CH:3]=[C:4]([C:10]2[C:18]3[C:13](=[N:14][C:15]([NH2:24])=[N:16][CH:17]=3)[N:12]([CH3:23])[N:11]=2)[CH:5]=[CH:6][C:7]=1[O:8][CH3:9]. The catalyst class is: 1. (3) Reactant: [OH:1][C:2]1[CH:3]=[C:4]([CH:8]=[CH:9][CH:10]=1)[C:5]([OH:7])=[O:6].[K].CC(C)([O-])C.[CH3:17][O:18][C:19]1[CH:26]=[CH:25][C:22]([CH2:23]Cl)=[CH:21][CH:20]=1. Product: [OH:1][C:2]1[CH:3]=[C:4]([CH:8]=[CH:9][CH:10]=1)[C:5]([O:7][CH2:23][C:22]1[CH:25]=[CH:26][C:19]([O:18][CH3:17])=[CH:20][CH:21]=1)=[O:6]. The catalyst class is: 3. (4) Product: [NH2:6][C:5]1[CH:7]=[CH:8][C:9]([O:10][C:11]2[CH:12]=[C:13]([Cl:17])[CH:14]=[N:15][CH:16]=2)=[C:3]([C:1]#[N:2])[C:4]=1[Br:18]. The catalyst class is: 15. Reactant: [C:1]([C:3]1[CH:4]=[C:5]([CH:7]=[CH:8][C:9]=1[O:10][C:11]1[CH:12]=[C:13]([Cl:17])[CH:14]=[N:15][CH:16]=1)[NH2:6])#[N:2].[Br:18]Br. (5) Product: [CH2:1]([C:3]1([C:33]([OH:35])=[O:34])[CH2:8][CH2:7][N:6]([C:9]2[N:10]=[CH:11][C:12]([C:15]3[CH:16]=[C:17]([CH2:30][O:31][CH3:32])[C:18]4[S:22][C:21]([NH:23][C:24](=[O:28])[NH:25][CH2:26][CH3:27])=[N:20][C:19]=4[CH:29]=3)=[CH:13][N:14]=2)[CH2:5][CH2:4]1)[CH3:2]. The catalyst class is: 88. Reactant: [CH2:1]([C:3]1([C:33]([O:35]CC)=[O:34])[CH2:8][CH2:7][N:6]([C:9]2[N:14]=[CH:13][C:12]([C:15]3[CH:16]=[C:17]([CH2:30][O:31][CH3:32])[C:18]4[S:22][C:21]([NH:23][C:24](=[O:28])[NH:25][CH2:26][CH3:27])=[N:20][C:19]=4[CH:29]=3)=[CH:11][N:10]=2)[CH2:5][CH2:4]1)[CH3:2].[OH-].[Na+].